From a dataset of Forward reaction prediction with 1.9M reactions from USPTO patents (1976-2016). Predict the product of the given reaction. (1) Given the reactants [Cl:1][C:2]1[CH:18]=[CH:17][CH:16]=[CH:15][C:3]=1[CH2:4][O:5][CH2:6][C:7]1[O:11][N:10]=[C:9]([C:12]([OH:14])=O)[CH:8]=1.[O:19]1[CH2:24][CH2:23][CH:22]([CH2:25][NH2:26])[CH2:21][CH2:20]1.O1CCCC1.F[P-](F)(F)(F)(F)F.N1(O[P+](N2CCCC2)(N2CCCC2)N2CCCC2)C2C=CC=CC=2N=N1, predict the reaction product. The product is: [O:19]1[CH2:24][CH2:23][CH:22]([CH2:25][NH:26][C:12]([C:9]2[CH:8]=[C:7]([CH2:6][O:5][CH2:4][C:3]3[CH:15]=[CH:16][CH:17]=[CH:18][C:2]=3[Cl:1])[O:11][N:10]=2)=[O:14])[CH2:21][CH2:20]1. (2) Given the reactants [C:1]1([C:7]2[NH:11][C:10]([C:12]3[CH:13]=[C:14]4[C:19](=[CH:20][CH:21]=3)[CH:18]=[C:17]([OH:22])[CH:16]=[CH:15]4)=[CH:9][CH:8]=2)[CH:6]=[CH:5][CH:4]=[CH:3][CH:2]=1.[CH3:23][O:24][C:25](=[O:42])[CH:26](OS(C(F)(F)F)(=O)=O)[CH2:27][C:28]1[CH:33]=[CH:32][CH:31]=[CH:30][CH:29]=1.C(=O)([O-])[O-].[Cs+].[Cs+], predict the reaction product. The product is: [C:28]1([CH2:27][CH:26]([O:22][C:17]2[CH:16]=[CH:15][C:14]3[C:19](=[CH:20][CH:21]=[C:12]([C:10]4[NH:11][C:7]([C:1]5[CH:2]=[CH:3][CH:4]=[CH:5][CH:6]=5)=[CH:8][CH:9]=4)[CH:13]=3)[CH:18]=2)[C:25]([O:24][CH3:23])=[O:42])[CH:33]=[CH:32][CH:31]=[CH:30][CH:29]=1. (3) Given the reactants COC([N:5]1[C:11]2[CH:12]=[CH:13][CH:14]=[CH:15][C:10]=2[C:9]([O:16][CH3:17])=[CH:8][C:7]2[CH:18]=[CH:19][CH:20]=[CH:21][C:6]1=2)=O.[OH-].[Na+], predict the reaction product. The product is: [CH3:17][O:16][C:9]1[C:10]2[CH:15]=[CH:14][CH:13]=[CH:12][C:11]=2[NH:5][C:6]2[CH:21]=[CH:20][CH:19]=[CH:18][C:7]=2[CH:8]=1. (4) Given the reactants [N:1]1[C:9]([S:10][CH2:11][C:12]2[O:13][C:14](=[O:28])[C:15]3[C:20]([C:21]=2[C:22]2[CH:27]=[CH:26][CH:25]=[CH:24][CH:23]=2)=[CH:19][CH:18]=[CH:17][CH:16]=3)=[C:8]2[C:4]([NH:5][CH:6]=[N:7]2)=[N:3][CH:2]=1.Br[CH2:30]C1OC(=O)C2C(C=1C1C=C(C)C=CC=1)=CC=CC=2.O.N1C(S)=C2C(NC=N2)=NC=1.C([O-])([O-])=O.[K+].[K+], predict the reaction product. The product is: [N:1]1[C:9]([S:10][CH2:11][C:12]2[O:13][C:14](=[O:28])[C:15]3[C:20]([C:21]=2[C:22]2[CH:23]=[C:24]([CH3:30])[CH:25]=[CH:26][CH:27]=2)=[CH:19][CH:18]=[CH:17][CH:16]=3)=[C:8]2[C:4]([NH:5][CH:6]=[N:7]2)=[N:3][CH:2]=1. (5) Given the reactants C(O[C:4]([C:6]1[S:7][CH:8]=[CH:9][C:10]=1[NH2:11])=[O:5])C.C1N=CN([C:17]([N:19]2C=NC=C2)=[O:18])C=1.Cl.[CH2:25]([O:28]N)[CH:26]=[CH2:27].CCN(CC)CC, predict the reaction product. The product is: [CH2:25]([O:28][N:19]1[C:4](=[O:5])[C:6]2[S:7][CH:8]=[CH:9][C:10]=2[NH:11][C:17]1=[O:18])[CH:26]=[CH2:27]. (6) Given the reactants ClC1C=CC=CC=1C[O:5][CH2:6][CH2:7][N:8]([C@H:25]1[CH2:30][CH2:29][C@H:28]([CH3:31])[CH2:27][CH2:26]1)[C:9](=[O:24])[NH:10][C:11]1[S:12][C:13]([S:16][CH2:17]C(C)(C)C(O)=O)=[CH:14][N:15]=1.Br[CH2:37][C:38]1[C:39]2[CH:46]=[C:45]([Cl:47])[CH:44]=[CH:43][C:40]=2[S:41][CH:42]=1.C([O:50][C:51](=[O:60])CSC1SC(N)=NC=1)C, predict the reaction product. The product is: [Cl:47][C:45]1[CH:44]=[CH:43][C:40]2[S:41][CH:42]=[C:38]([CH2:37][O:5][CH2:6][CH2:7][N:8]([C@H:25]3[CH2:26][CH2:27][C@H:28]([CH3:31])[CH2:29][CH2:30]3)[C:9](=[O:24])[NH:10][C:11]3[S:12][C:13]([S:16][CH2:17][C:51]([OH:60])=[O:50])=[CH:14][N:15]=3)[C:39]=2[CH:46]=1.